This data is from TCR-epitope binding with 47,182 pairs between 192 epitopes and 23,139 TCRs. The task is: Binary Classification. Given a T-cell receptor sequence (or CDR3 region) and an epitope sequence, predict whether binding occurs between them. (1) The epitope is GLCTLVAML. The TCR CDR3 sequence is CASSKREDYEQYF. Result: 1 (the TCR binds to the epitope). (2) The epitope is ISDYDYYRY. The TCR CDR3 sequence is CSSGGDNYGYTF. Result: 0 (the TCR does not bind to the epitope). (3) The epitope is LLDFVRFMGV. The TCR CDR3 sequence is CSVESQKNTEAFF. Result: 0 (the TCR does not bind to the epitope). (4) The epitope is KLSYGIATV. The TCR CDR3 sequence is CASSQEIGLVDSPLHF. Result: 1 (the TCR binds to the epitope). (5) The epitope is RLRAEAQVK. The TCR CDR3 sequence is CAGGWGDEQFF. Result: 1 (the TCR binds to the epitope). (6) The epitope is PROT_97E67BCC. The TCR CDR3 sequence is CASSERTSGVGEQFF. Result: 1 (the TCR binds to the epitope). (7) The epitope is YLDAYNMMI. The TCR CDR3 sequence is CADSQFF. Result: 1 (the TCR binds to the epitope).